Dataset: Catalyst prediction with 721,799 reactions and 888 catalyst types from USPTO. Task: Predict which catalyst facilitates the given reaction. (1) Reactant: [C:1]([C:4]1[C:5]([OH:25])=[C:6]([NH:18][C:19](=[O:24])[C:20](Br)([CH3:22])[CH3:21])[CH:7]=[C:8]([O:10][CH2:11][C:12]2[CH:17]=[CH:16][CH:15]=[CH:14][CH:13]=2)[CH:9]=1)(=[O:3])[CH3:2].C(=O)([O-])[O-].[K+].[K+]. Product: [C:1]([C:4]1[C:5]2[O:25][C:20]([CH3:22])([CH3:21])[C:19](=[O:24])[NH:18][C:6]=2[CH:7]=[C:8]([O:10][CH2:11][C:12]2[CH:17]=[CH:16][CH:15]=[CH:14][CH:13]=2)[CH:9]=1)(=[O:3])[CH3:2]. The catalyst class is: 10. (2) Reactant: [F:1][CH:2]([CH2:15][O:16][C:17]1[CH:22]=[CH:21][CH:20]=[C:19]([C:23]([F:26])([F:25])[F:24])[CH:18]=1)[CH2:3][CH2:4][CH:5]1[CH:12]2[CH:8]([O:9][C:10](=[O:13])[CH2:11]2)[CH2:7][CH:6]1[OH:14].[O:27]1[CH:32]=[CH:31][CH2:30][CH2:29][CH2:28]1.O.C1(C)C=CC(S(O)(=O)=O)=CC=1.C(=O)(O)[O-].[Na+]. Product: [F:1][CH:2]([CH2:15][O:16][C:17]1[CH:22]=[CH:21][CH:20]=[C:19]([C:23]([F:26])([F:24])[F:25])[CH:18]=1)[CH2:3][CH2:4][CH:5]1[CH:12]2[CH:8]([O:9][C:10](=[O:13])[CH2:11]2)[CH2:7][CH:6]1[O:14][CH:28]1[CH2:29][CH2:30][CH2:31][CH2:32][O:27]1. The catalyst class is: 624. (3) Reactant: [C:1]([O:5][C:6]([NH:8][C@@H:9]([C@H:21]([CH2:29][CH3:30])[CH2:22][CH:23]([CH3:28])[CH2:24][CH2:25][CH:26]=[CH2:27])[C:10]([N:12]1[CH2:16][C@H:15]([OH:17])[CH2:14][C@H:13]1[C:18](O)=[O:19])=[O:11])=[O:7])([CH3:4])([CH3:3])[CH3:2].CN(C(ON1N=NC2C=CC=NC1=2)=[N+](C)C)C.F[P-](F)(F)(F)(F)F.CCN(C(C)C)C(C)C.[NH2:64][C@:65]1([C:70]([NH:72][S:73]([CH:76]2[CH2:78][CH2:77]2)(=[O:75])=[O:74])=[O:71])[CH2:67][C@H:66]1[CH:68]=[CH2:69]. Product: [CH:76]1([S:73]([NH:72][C:70]([C@@:65]2([NH:64][C:18]([C@@H:13]3[CH2:14][C@@H:15]([OH:17])[CH2:16][N:12]3[C:10](=[O:11])[C@@H:9]([NH:8][C:6](=[O:7])[O:5][C:1]([CH3:3])([CH3:4])[CH3:2])[C@H:21]([CH2:29][CH3:30])[CH2:22][CH:23]([CH3:28])[CH2:24][CH2:25][CH:26]=[CH2:27])=[O:19])[CH2:67][C@H:66]2[CH:68]=[CH2:69])=[O:71])(=[O:75])=[O:74])[CH2:78][CH2:77]1. The catalyst class is: 4. (4) Reactant: [CH3:1][C:2]1[CH:6]=[C:5]([N:7]2[C:11](=[O:12])[NH:10][N:9]=[CH:8]2)[S:4][C:3]=1[C:13]([O:15][CH2:16][CH3:17])=[O:14].C(=O)([O-])[O-].[K+].[K+].[F:24][C:25]1[CH:32]=[CH:31][C:28]([CH2:29]Br)=[CH:27][CH:26]=1. Product: [F:24][C:25]1[CH:32]=[CH:31][C:28]([CH2:29][N:10]2[C:11](=[O:12])[N:7]([C:5]3[S:4][C:3]([C:13]([O:15][CH2:16][CH3:17])=[O:14])=[C:2]([CH3:1])[CH:6]=3)[CH:8]=[N:9]2)=[CH:27][CH:26]=1. The catalyst class is: 9. (5) Reactant: [F:1][C:2]([F:15])([F:14])[C:3]1[NH:13][C:6]2=[N:7][CH:8]=[C:9]([CH2:11][NH2:12])[CH:10]=[C:5]2[CH:4]=1.[Cl:16][C:17]1[C:22]([F:23])=[C:21]([CH2:24][CH3:25])[N:20]=[CH:19][N:18]=1.CCN(C(C)C)C(C)C.O. Product: [ClH:16].[CH2:24]([C:21]1[N:20]=[CH:19][N:18]=[C:17]([NH:12][CH2:11][C:9]2[CH:10]=[C:5]3[CH:4]=[C:3]([C:2]([F:1])([F:14])[F:15])[NH:13][C:6]3=[N:7][CH:8]=2)[C:22]=1[F:23])[CH3:25]. The catalyst class is: 37. (6) Reactant: [F:1][C:2]1[CH:24]=[CH:23][C:5]([O:6][C:7]2[CH:8]=[C:9]3[C:13](=[CH:14][C:15]=2[C:16]([NH2:18])=[O:17])[N:12]([CH2:19][CH:20]([CH3:22])[CH3:21])[N:11]=[CH:10]3)=[CH:4][CH:3]=1.C(N1C=CN=C1)(N1C=CN=C1)=O.[N:37]1([CH2:42][CH2:43]N)[CH2:41][CH2:40][CH2:39][CH2:38]1. Product: [N:37]1([CH2:42][CH2:43][NH:18][C:16]([C:15]2[CH:14]=[C:13]3[C:9]([CH:10]=[N:11][N:12]3[CH2:19][CH:20]([CH3:22])[CH3:21])=[CH:8][C:7]=2[O:6][C:5]2[CH:23]=[CH:24][C:2]([F:1])=[CH:3][CH:4]=2)=[O:17])[CH2:41][CH2:40][CH2:39][CH2:38]1. The catalyst class is: 1. (7) Reactant: [C:1]1([CH2:7][CH2:8][CH2:9][CH2:10][O:11][CH2:12][CH2:13][CH2:14][CH2:15][CH2:16][C:17]#[N:18])[CH:6]=[CH:5][CH:4]=[CH:3][CH:2]=1.[H-].[Al+3].[Li+].[H-].[H-].[H-].[OH-].[K+]. Product: [C:1]1([CH2:7][CH2:8][CH2:9][CH2:10][O:11][CH2:12][CH2:13][CH2:14][CH2:15][CH2:16][CH2:17][NH2:18])[CH:6]=[CH:5][CH:4]=[CH:3][CH:2]=1. The catalyst class is: 1. (8) Reactant: [N:1]1[CH:6]=[CH:5][C:4]([CH:7]=O)=[N:3][CH:2]=1.[NH2:9][CH:10]1[CH2:15][CH2:14][N:13]([C:16]([O:18][C:19]([CH3:22])([CH3:21])[CH3:20])=[O:17])[CH2:12][CH2:11]1. Product: [N:1]1[CH:6]=[CH:5][C:4](/[CH:7]=[N:9]/[CH:10]2[CH2:11][CH2:12][N:13]([C:16]([O:18][C:19]([CH3:22])([CH3:21])[CH3:20])=[O:17])[CH2:14][CH2:15]2)=[N:3][CH:2]=1. The catalyst class is: 310. (9) The catalyst class is: 296. Reactant: Cl[C:2]1[N:7]=[C:6]([C:8]2[C:16]3[C:11](=[CH:12][CH:13]=[CH:14][CH:15]=3)[N:10]([S:17]([C:20]3[CH:25]=[CH:24][CH:23]=[CH:22][CH:21]=3)(=[O:19])=[O:18])[CH:9]=2)[C:5]([Cl:26])=[CH:4][N:3]=1.[NH2:27][C@@H:28]1[CH2:33][CH2:32][CH2:31][C@H:30]([NH:34][C:35](=[O:41])[O:36][C:37]([CH3:40])([CH3:39])[CH3:38])[CH2:29]1.C(N(C(C)C)CC)(C)C. Product: [Cl:26][C:5]1[C:6]([C:8]2[C:16]3[C:11](=[CH:12][CH:13]=[CH:14][CH:15]=3)[N:10]([S:17]([C:20]3[CH:21]=[CH:22][CH:23]=[CH:24][CH:25]=3)(=[O:18])=[O:19])[CH:9]=2)=[N:7][C:2]([NH:27][C@@H:28]2[CH2:33][CH2:32][CH2:31][C@H:30]([NH:34][C:35](=[O:41])[O:36][C:37]([CH3:39])([CH3:38])[CH3:40])[CH2:29]2)=[N:3][CH:4]=1. (10) Product: [CH2:15]([O:14][C@@H:13]1[C@@H:12]([O:22][CH2:23][C:24]2[CH:25]=[CH:26][CH:27]=[CH:28][CH:29]=2)[C@H:11]([CH3:30])[O:10][C@@H:9]([O:31][C@@H:32]2[C@H:41]([O:42][CH2:43][C:44]3[CH:45]=[CH:46][CH:47]=[CH:48][CH:49]=3)[C@@H:40]([O:50][CH2:51][C:52]3[CH:53]=[CH:54][CH:55]=[CH:56][CH:57]=3)[C@H:39]([CH3:58])[O:38][C@H:33]2[O:34][CH2:35][CH:36]=[CH2:37])[C@@H:8]1[OH:7])[C:16]1[CH:17]=[CH:18][CH:19]=[CH:20][CH:21]=1. Reactant: C[O-].[Na+].C([O:7][C@@H:8]1[C@H:13]([O:14][CH2:15][C:16]2[CH:21]=[CH:20][CH:19]=[CH:18][CH:17]=2)[C@@H:12]([O:22][CH2:23][C:24]2[CH:29]=[CH:28][CH:27]=[CH:26][CH:25]=2)[C@H:11]([CH3:30])[O:10][C@H:9]1[O:31][C@@H:32]1[C@H:41]([O:42][CH2:43][C:44]2[CH:49]=[CH:48][CH:47]=[CH:46][CH:45]=2)[C@@H:40]([O:50][CH2:51][C:52]2[CH:57]=[CH:56][CH:55]=[CH:54][CH:53]=2)[C@H:39]([CH3:58])[O:38][C@H:33]1[O:34][CH2:35][CH:36]=[CH2:37])(=O)C. The catalyst class is: 5.